Task: Predict the product of the given reaction.. Dataset: Forward reaction prediction with 1.9M reactions from USPTO patents (1976-2016) Given the reactants [CH3:1][O:2][CH2:3][CH2:4]Br.[C:6]([O:10][C:11]([NH:13][C:14]([CH3:27])([CH3:26])[CH2:15][C:16]1[NH:20][N:19]=[C:18]([C:21]([O:23][CH2:24][CH3:25])=[O:22])[CH:17]=1)=[O:12])([CH3:9])([CH3:8])[CH3:7].O.NN.C(O)(=O)C(O)=O.C(NN)CC.CC(C)([O-])C.[Na+], predict the reaction product. The product is: [C:6]([O:10][C:11]([NH:13][C:14]([CH3:26])([CH3:27])[CH2:15][C:16]1[N:20]([CH2:4][CH2:3][O:2][CH3:1])[N:19]=[C:18]([C:21]([O:23][CH2:24][CH3:25])=[O:22])[CH:17]=1)=[O:12])([CH3:8])([CH3:9])[CH3:7].